From a dataset of Forward reaction prediction with 1.9M reactions from USPTO patents (1976-2016). Predict the product of the given reaction. (1) Given the reactants [CH2:1]([O:3][C:4](=[O:28])[CH2:5][O:6][CH2:7][C:8]([C:21]1[CH:26]=[CH:25][CH:24]=[C:23]([Br:27])[CH:22]=1)([NH:13]C(OC(C)(C)C)=O)[C:9]([F:12])([F:11])[F:10])[CH3:2].Cl.O1CCOCC1, predict the reaction product. The product is: [CH2:1]([O:3][C:4](=[O:28])[CH2:5][O:6][CH2:7][C:8]([NH2:13])([C:21]1[CH:26]=[CH:25][CH:24]=[C:23]([Br:27])[CH:22]=1)[C:9]([F:10])([F:12])[F:11])[CH3:2]. (2) Given the reactants [Cl:1][C:2]1[CH:11]=[C:10]([C:12](=[O:14])[CH3:13])[C:9]([N:15]2[CH2:20][CH2:19][NH:18][CH2:17][CH2:16]2)=[C:8]2[C:3]=1[CH:4]=[CH:5][CH:6]=[N:7]2.[CH:21]1([C:24](Cl)=[O:25])[CH2:23][CH2:22]1.C(N(CC)CC)C, predict the reaction product. The product is: [Cl:1][C:2]1[CH:11]=[C:10]([C:12](=[O:14])[CH3:13])[C:9]([N:15]2[CH2:16][CH2:17][N:18]([C:24]([CH:21]3[CH2:23][CH2:22]3)=[O:25])[CH2:19][CH2:20]2)=[C:8]2[C:3]=1[CH:4]=[CH:5][CH:6]=[N:7]2. (3) Given the reactants [Cl:1][C:2]1[CH:3]=[N:4][CH:5]=[C:6]([Cl:26])[C:7]=1[NH:8][C:9]1[NH:10][C:11]2[C:17]3[CH2:18][C:19]([CH3:22])([CH3:21])[O:20][C:16]=3[C:15]([C:23](O)=[O:24])=[CH:14][C:12]=2[N:13]=1.F[B-](F)(F)F.[N:32]1(OC(N(C)C)=[N+](C)C)[C:36]2[CH:37]=[CH:38][CH:39]=[CH:40][C:35]=2N=N1.[CH3:49]N(C=O)C.[CH2:54]1[CH2:58]OC[CH2:55]1, predict the reaction product. The product is: [C:36]12([NH:32][C:23]([C:15]3[C:16]4[O:20][C:19]([CH3:22])([CH3:21])[CH2:18][C:17]=4[C:11]4[NH:10][C:9]([NH:8][C:7]5[C:6]([Cl:26])=[CH:5][N:4]=[CH:3][C:2]=5[Cl:1])=[N:13][C:12]=4[CH:14]=3)=[O:24])[CH2:55][CH:54]3[CH2:58][CH:38]([CH2:39][CH:40]([CH2:49]3)[CH2:35]1)[CH2:37]2. (4) The product is: [Cl:24][C:25]1[CH:30]=[C:29]([Cl:31])[CH:28]=[CH:27][C:26]=1[C:23]#[C:22][CH2:21][O:20][C:4]1[CH:5]=[C:6]([C:9]2[CH:14]=[CH:13][CH:12]=[C:11]([CH2:15][C:16]([O:18][CH3:19])=[O:17])[CH:10]=2)[CH:7]=[CH:8][C:3]=1[O:2][CH3:1]. Given the reactants [CH3:1][O:2][C:3]1[CH:8]=[CH:7][C:6]([C:9]2[CH:14]=[CH:13][CH:12]=[C:11]([CH2:15][C:16]([O:18][CH3:19])=[O:17])[CH:10]=2)=[CH:5][C:4]=1[O:20][CH2:21][C:22]#[CH:23].[Cl:24][C:25]1[CH:30]=[C:29]([Cl:31])[CH:28]=[CH:27][C:26]=1I.C(N(CC)CC)C, predict the reaction product. (5) Given the reactants [Cl:1][C:2]1[CH:3]=[CH:4][C:5]2[S:14][C:13]3[CH:12]=[CH:11][N:10]=[C:9]([OH:15])[C:8]=3[C:6]=2[CH:7]=1.[Br:16]Br.O, predict the reaction product. The product is: [Br:16][C:12]1[C:13]2[S:14][C:5]3[CH:4]=[CH:3][C:2]([Cl:1])=[CH:7][C:6]=3[C:8]=2[C:9]([OH:15])=[N:10][CH:11]=1. (6) Given the reactants [CH3:1][C:2]1[C:3]([N:10]2[CH2:15][CH2:14][NH:13][CH2:12][CH2:11]2)=[N:4][C:5]([CH3:9])=[C:6]([CH3:8])[CH:7]=1.[Br:16][C:17]1[CH:18]=[CH:19][C:20]([C:23](O)=[O:24])=[N:21][CH:22]=1, predict the reaction product. The product is: [Br:16][C:17]1[CH:18]=[CH:19][C:20]([C:23]([N:13]2[CH2:12][CH2:11][N:10]([C:3]3[C:2]([CH3:1])=[CH:7][C:6]([CH3:8])=[C:5]([CH3:9])[N:4]=3)[CH2:15][CH2:14]2)=[O:24])=[N:21][CH:22]=1. (7) Given the reactants [CH3:1][NH:2][C:3](=[O:5])[CH3:4].[C]=[O:7].C=O.[O:10]1[CH2:14][CH2:13]CC1, predict the reaction product. The product is: [C:3]([N:2]([CH2:13][C:14]([OH:10])=[O:7])[CH3:1])(=[O:5])[CH3:4]. (8) Given the reactants [Cl:1][C:2]1[CH:3]=[C:4]([CH:9]2[CH:15]([CH2:16]I)[O:14][CH2:13][CH2:12][N:11]([C:18]([O:20][C:21]([CH3:24])([CH3:23])[CH3:22])=[O:19])[CH2:10]2)[CH:5]=[CH:6][C:7]=1[Cl:8].C(=O)([O-])[O-].[K+].[K+].[CH3:31][O:32][C:33]1[CH:40]=[CH:39][C:36]([CH2:37][NH2:38])=[CH:35][CH:34]=1.O, predict the reaction product. The product is: [Cl:1][C:2]1[CH:3]=[C:4]([CH:9]2[CH:15]([CH2:16][NH:38][CH2:37][C:36]3[CH:39]=[CH:40][C:33]([O:32][CH3:31])=[CH:34][CH:35]=3)[O:14][CH2:13][CH2:12][N:11]([C:18]([O:20][C:21]([CH3:24])([CH3:23])[CH3:22])=[O:19])[CH2:10]2)[CH:5]=[CH:6][C:7]=1[Cl:8]. (9) Given the reactants [CH3:1][N:2]([CH3:20])[C:3]([C:5]1[N:14]([CH:15]2[CH2:19][CH2:18][CH2:17][CH2:16]2)[C:8]2[N:9]=[C:10](Cl)[N:11]=[CH:12][C:7]=2[CH:6]=1)=[O:4].[NH2:21][C:22]1[N:27]=[CH:26][C:25]([N:28]2[CH2:33][CH2:32][N:31](C(O)=O)[C:30]([CH3:38])([CH3:37])[CH2:29]2)=[CH:24][CH:23]=1, predict the reaction product. The product is: [CH3:1][N:2]([CH3:20])[C:3]([C:5]1[N:14]([CH:15]2[CH2:19][CH2:18][CH2:17][CH2:16]2)[C:8]2[N:9]=[C:10]([NH:21][C:22]3[CH:23]=[CH:24][C:25]([N:28]4[CH2:33][CH2:32][NH:31][C:30]([CH3:38])([CH3:37])[CH2:29]4)=[CH:26][N:27]=3)[N:11]=[CH:12][C:7]=2[CH:6]=1)=[O:4]. (10) Given the reactants Cl.Cl.C([O:6][C:7]([C:9]1[CH:24]=[CH:23][C:12]2[N:13]([CH:17]3[CH2:22][CH2:21][NH:20][CH2:19][CH2:18]3)[C:14]([CH3:16])=[N:15][C:11]=2[CH:10]=1)=[O:8])C=C.[OH-].[Na+].C(O)(=O)C.[CH2:31]([O:33][C:34]1[CH:35]=[C:36]([CH:39]=[CH:40][C:41]=1[F:42])[CH:37]=O)[CH3:32].C([BH3-])#N.[Na+], predict the reaction product. The product is: [CH2:31]([O:33][C:34]1[CH:35]=[C:36]([CH:39]=[CH:40][C:41]=1[F:42])[CH2:37][N:20]1[CH2:21][CH2:22][CH:17]([N:13]2[C:12]3[CH:23]=[CH:24][C:9]([C:7]([OH:8])=[O:6])=[CH:10][C:11]=3[N:15]=[C:14]2[CH3:16])[CH2:18][CH2:19]1)[CH3:32].